From a dataset of Full USPTO retrosynthesis dataset with 1.9M reactions from patents (1976-2016). Predict the reactants needed to synthesize the given product. (1) Given the product [Cl:1][C:2]1[CH:7]=[C:6]([Cl:8])[CH:5]=[CH:4][C:3]=1[NH:9][C:10](=[O:42])[CH2:11][C@@H:12]([C:24]1[C:28]([CH:29]2[CH2:31][CH2:30]2)=[C:27]([C:32]2[CH:36]=[C:35]([CH2:37][C:38]([CH3:40])([CH3:39])[CH3:41])[O:34][N:33]=2)[O:26][N:25]=1)[CH2:13][CH2:14][CH2:15][OH:16], predict the reactants needed to synthesize it. The reactants are: [Cl:1][C:2]1[CH:7]=[C:6]([Cl:8])[CH:5]=[CH:4][C:3]=1[NH:9][C:10](=[O:42])[CH2:11][C@@H:12]([C:24]1[C:28]([CH:29]2[CH2:31][CH2:30]2)=[C:27]([C:32]2[CH:36]=[C:35]([CH2:37][C:38]([CH3:41])([CH3:40])[CH3:39])[O:34][N:33]=2)[O:26][N:25]=1)[CH2:13][CH2:14][CH2:15][O:16]CC1C=CC=CC=1.B(Br)(Br)Br. (2) Given the product [C:2]1([CH2:1][C:8]([NH2:9])=[O:10])[CH:7]=[CH:6][CH:5]=[CH:4][CH:3]=1, predict the reactants needed to synthesize it. The reactants are: [CH2:1]([C:8]#[N:9])[C:2]1[CH:7]=[CH:6][CH:5]=[CH:4][CH:3]=1.[OH-:10].[Na+]. (3) Given the product [BrH:11].[Br:11][CH2:9][C:8]([C:5]1[CH:4]=[CH:3][C:2]([F:1])=[CH:7][N:6]=1)=[O:10], predict the reactants needed to synthesize it. The reactants are: [F:1][C:2]1[CH:3]=[CH:4][C:5]([C:8](=[O:10])[CH3:9])=[N:6][CH:7]=1.[Br-:11].[Br-].[Br-].[NH+]1C=CC=CC=1.[NH+]1C=CC=CC=1.[NH+]1C=CC=CC=1.C(OCC)C. (4) The reactants are: C([O:8][C:9]1[CH:18]=[CH:17][C:12]([C:13]([O:15][CH3:16])=[O:14])=[C:11]([O:19][CH3:20])[CH:10]=1)C1C=CC=CC=1.O1CCCC1. Given the product [OH:8][C:9]1[CH:18]=[CH:17][C:12]([C:13]([O:15][CH3:16])=[O:14])=[C:11]([O:19][CH3:20])[CH:10]=1, predict the reactants needed to synthesize it. (5) Given the product [C:25]([O:24][C:22]([N:18]1[CH2:19][CH2:20][CH2:21][C@@H:16]([C@@:8]([C:4]2[CH:3]=[C:2]([CH:7]=[CH:6][CH:5]=2)[C:39]([OH:41])=[O:40])([OH:15])[CH2:9][CH2:10][CH2:11][CH2:12][O:13][CH3:14])[CH2:17]1)=[O:23])([CH3:28])([CH3:27])[CH3:26], predict the reactants needed to synthesize it. The reactants are: Br[C:2]1[CH:3]=[C:4]([C@:8]([C@@H:16]2[CH2:21][CH2:20][CH2:19][N:18]([C:22]([O:24][C:25]([CH3:28])([CH3:27])[CH3:26])=[O:23])[CH2:17]2)([OH:15])[CH2:9][CH2:10][CH2:11][CH2:12][O:13][CH3:14])[CH:5]=[CH:6][CH:7]=1.C([Li])(C)(C)C.CCCCC.[C:39](=[O:41])=[O:40].C([O-])([O-])=O.[Na+].[Na+]. (6) Given the product [I:25][C:23]1[CH:22]=[CH:21][N:20]=[C:19]([N:11]2[CH:12]=[CH:13][C:14](=[O:15])[C:9]([O:8][CH2:7][C:6]3[CH:5]=[CH:4][C:3]([O:2][CH3:1])=[CH:17][CH:16]=3)=[CH:10]2)[CH:24]=1, predict the reactants needed to synthesize it. The reactants are: [CH3:1][O:2][C:3]1[CH:17]=[CH:16][C:6]([CH2:7][O:8][C:9]2[C:14](=[O:15])[CH:13]=[CH:12][NH:11][CH:10]=2)=[CH:5][CH:4]=1.F[C:19]1[CH:24]=[C:23]([I:25])[CH:22]=[CH:21][N:20]=1. (7) Given the product [C:11]1([NH:17][N:18]=[C:3]([O:5][CH2:6][CH3:7])[C:2](=[O:1])[CH:8]([CH3:10])[CH3:9])[CH:16]=[CH:15][CH:14]=[CH:13][CH:12]=1, predict the reactants needed to synthesize it. The reactants are: [O:1]=[C:2]([CH:8]([CH3:10])[CH3:9])[C:3]([O:5][CH2:6][CH3:7])=O.[C:11]1([NH:17][NH2:18])[CH:16]=[CH:15][CH:14]=[CH:13][CH:12]=1. (8) Given the product [CH2:22]([O:29][CH2:30][CH2:31][CH2:32][CH2:33][CH2:34][O:1][C:2]1[CH:3]=[C:4]([CH:19]=[CH:20][CH:21]=1)[O:5][CH2:6][CH2:7][N:8]1[C:9](=[O:18])[C:10]2[C:15](=[CH:14][CH:13]=[CH:12][CH:11]=2)[C:16]1=[O:17])[C:23]1[CH:28]=[CH:27][CH:26]=[CH:25][CH:24]=1, predict the reactants needed to synthesize it. The reactants are: [OH:1][C:2]1[CH:3]=[C:4]([CH:19]=[CH:20][CH:21]=1)[O:5][CH2:6][CH2:7][N:8]1[C:16](=[O:17])[C:15]2[C:10](=[CH:11][CH:12]=[CH:13][CH:14]=2)[C:9]1=[O:18].[CH2:22]([O:29][CH2:30][CH2:31][CH2:32][CH2:33][CH2:34]OS(C)(=O)=O)[C:23]1[CH:28]=[CH:27][CH:26]=[CH:25][CH:24]=1. (9) Given the product [CH3:1][C:2]1[CH:3]=[C:4]([C:8]2[NH:12][N:11]=[C:10]([S:13][CH2:16][CH2:17][C:18]3[CH:23]=[CH:22][CH:21]=[CH:20][N:19]=3)[N:9]=2)[O:5][C:6]=1[CH3:7], predict the reactants needed to synthesize it. The reactants are: [CH3:1][C:2]1[CH:3]=[C:4]([C:8]2[NH:9][C:10](=[S:13])[NH:11][N:12]=2)[O:5][C:6]=1[CH3:7].[Br-].Br[CH2:16][CH2:17][C:18]1[CH:23]=[CH:22][CH:21]=[CH:20][NH+:19]=1. (10) Given the product [CH3:1][NH:4][C:28]([C:26]1[N:27]=[C:23]([N:20]2[CH2:21][CH2:22][N:17]([C:15]([O:14][C:10]([CH3:13])([CH3:12])[CH3:11])=[O:16])[CH2:18][CH:19]2[CH2:31][O:32][C:33]2[CH:34]=[N:35][CH:36]=[CH:37][CH:38]=2)[S:24][CH:25]=1)=[O:29], predict the reactants needed to synthesize it. The reactants are: [CH:1]([N:4]=C=NC(C)C)(C)C.[C:10]([O:14][C:15]([N:17]1[CH2:22][CH2:21][N:20]([C:23]2[S:24][CH:25]=[C:26]([C:28](O)=[O:29])[N:27]=2)[CH:19]([CH2:31][O:32][C:33]2[CH:34]=[N:35][CH:36]=[CH:37][CH:38]=2)[CH2:18]1)=[O:16])([CH3:13])([CH3:12])[CH3:11].Cl.CN.C(N(C(C)C)CC)(C)C.ON1C2C=CC=CC=2N=N1.CN(C(ON1N=NC2C=CC=CC1=2)=[N+](C)C)C.[B-](F)(F)(F)F.